This data is from Full USPTO retrosynthesis dataset with 1.9M reactions from patents (1976-2016). The task is: Predict the reactants needed to synthesize the given product. (1) Given the product [Cl:8][C:9]1[CH:10]=[C:11]([C:19]2[O:23][N:22]=[C:21]([C:24]3[C:25]([CH3:47])=[C:26]4[C:31](=[CH:32][CH:33]=3)[CH:30]([CH2:34][CH2:35][CH2:36][C:37]([OH:39])=[O:38])[NH:29][CH2:28][CH2:27]4)[N:20]=2)[CH:12]=[N:13][C:14]=1[O:15][CH:16]([CH3:18])[CH3:17], predict the reactants needed to synthesize it. The reactants are: FC(F)(F)C(O)=O.[Cl:8][C:9]1[CH:10]=[C:11]([C:19]2[O:23][N:22]=[C:21]([C:24]3[C:25]([CH3:47])=[C:26]4[C:31](=[CH:32][CH:33]=3)[CH:30]([CH2:34][CH2:35][CH2:36][C:37]([OH:39])=[O:38])[N:29](C(OC(C)(C)C)=O)[CH2:28][CH2:27]4)[N:20]=2)[CH:12]=[N:13][C:14]=1[O:15][CH:16]([CH3:18])[CH3:17]. (2) Given the product [CH2:10]([O:9][C:8]1[CH:7]=[CH:6][C:5]([C:12]2[O:16][N:15]=[C:14]([C:17]3[CH:34]=[CH:33][C:20]4[CH2:21][CH2:22][NH:23][CH2:24][CH2:25][C:19]=4[CH:18]=3)[N:13]=2)=[CH:4][C:3]=1[C:1]#[N:2])[CH3:11], predict the reactants needed to synthesize it. The reactants are: [C:1]([C:3]1[CH:4]=[C:5]([C:12]2[O:16][N:15]=[C:14]([C:17]3[CH:34]=[CH:33][C:20]4[CH2:21][CH2:22][N:23](C(OC(C)(C)C)=O)[CH2:24][CH2:25][C:19]=4[CH:18]=3)[N:13]=2)[CH:6]=[CH:7][C:8]=1[O:9][CH2:10][CH3:11])#[N:2].FC(F)(F)C(O)=O. (3) Given the product [C:1]([O:5][C:6](=[O:22])[NH:7][C:8]1[CH:13]=[C:12]([N:14]2[CH2:17][CH2:16][CH2:15]2)[C:11]([Cl:18])=[CH:10][C:9]=1[NH2:19])([CH3:4])([CH3:2])[CH3:3], predict the reactants needed to synthesize it. The reactants are: [C:1]([O:5][C:6](=[O:22])[NH:7][C:8]1[CH:13]=[C:12]([N:14]2[CH2:17][CH2:16][CH2:15]2)[C:11]([Cl:18])=[CH:10][C:9]=1[N+:19]([O-])=O)([CH3:4])([CH3:3])[CH3:2]. (4) Given the product [F:1][C:2]1[C:7]([C:8]([F:9])([F:10])[F:11])=[CH:6][CH:5]=[CH:4][C:3]=1[CH:12]1[CH2:17][CH2:16][N:15]([CH2:27][CH2:26][CH2:25][OH:28])[CH2:14][CH2:13]1, predict the reactants needed to synthesize it. The reactants are: [F:1][C:2]1[C:7]([C:8]([F:11])([F:10])[F:9])=[CH:6][CH:5]=[CH:4][C:3]=1[CH:12]1[CH2:17][CH2:16][NH:15][CH2:14][CH2:13]1.C(=O)([O-])[O-].[K+].[K+].Br[CH:25]([OH:28])[CH2:26][CH3:27].Cl. (5) Given the product [CH2:1]([N:3]([CH2:19][CH3:20])[CH2:4][CH2:5][N:6]1[CH2:11][CH2:10][C:9]2[NH:12][C:13]([CH:16]=[C:25]3[C:24]4[C:28](=[CH:29][CH:30]=[C:22]([F:21])[CH:23]=4)[NH:27][C:26]3=[O:31])=[C:14]([CH3:15])[C:8]=2[C:7]1=[O:18])[CH3:2], predict the reactants needed to synthesize it. The reactants are: [CH2:1]([N:3]([CH2:19][CH3:20])[CH2:4][CH2:5][N:6]1[CH2:11][CH2:10][C:9]2[NH:12][C:13]([CH:16]=O)=[C:14]([CH3:15])[C:8]=2[C:7]1=[O:18])[CH3:2].[F:21][C:22]1[CH:23]=[C:24]2[C:28](=[CH:29][CH:30]=1)[NH:27][C:26](=[O:31])[CH2:25]2.N1CCCCC1. (6) Given the product [C:28]([O:27][C:26](=[O:32])[NH:25][CH2:24][CH2:23][NH:22][C:15]([C:14]1[CH:13]=[N:12][N:10]2[CH:11]=[C:6]([CH2:5][C:4]3[CH:18]=[CH:19][C:20]([Cl:21])=[C:2]([Cl:1])[CH:3]=3)[CH:7]=[N:8][C:9]=12)=[O:17])([CH3:31])([CH3:29])[CH3:30], predict the reactants needed to synthesize it. The reactants are: [Cl:1][C:2]1[CH:3]=[C:4]([CH:18]=[CH:19][C:20]=1[Cl:21])[CH2:5][C:6]1[CH:7]=[N:8][C:9]2[N:10]([N:12]=[CH:13][C:14]=2[C:15]([OH:17])=O)[CH:11]=1.[NH2:22][CH2:23][CH2:24][NH:25][C:26](=[O:32])[O:27][C:28]([CH3:31])([CH3:30])[CH3:29].CN(C(ON1N=NC2C=CC=CC1=2)=[N+](C)C)C.[B-](F)(F)(F)F.C(N(CC)CC)C. (7) Given the product [Cl:1][C:2]1[CH:3]=[C:4]([CH:14]=[CH:15][C:16]=1[Cl:17])[CH2:5][N:6]1[CH2:11][CH2:10][O:9][CH:8]([CH2:12][NH:13][C:31](=[O:32])[CH2:30][C:23]2[C:22]3[C:26](=[CH:27][CH:28]=[C:20]([O:19][CH3:18])[CH:21]=3)[NH:25][C:24]=2[CH3:29])[CH2:7]1, predict the reactants needed to synthesize it. The reactants are: [Cl:1][C:2]1[CH:3]=[C:4]([CH:14]=[CH:15][C:16]=1[Cl:17])[CH2:5][N:6]1[CH2:11][CH2:10][O:9][CH:8]([CH2:12][NH2:13])[CH2:7]1.[CH3:18][O:19][C:20]1[CH:21]=[C:22]2[C:26](=[CH:27][CH:28]=1)[NH:25][C:24]([CH3:29])=[C:23]2[CH2:30][C:31](O)=[O:32]. (8) Given the product [O:21]=[C:15]1[CH:14]([N:8]2[CH2:7][C:6]3[C:10](=[CH:11][CH:12]=[C:4]([CH2:3][NH:2][C:24](=[O:25])[C:23]([F:36])([F:22])[C:27]4[CH:32]=[CH:31][CH:30]=[C:29]([CH2:33][CH2:34][OH:35])[CH:28]=4)[CH:5]=3)[C:9]2=[O:13])[CH2:19][CH2:18][C:17](=[O:20])[NH:16]1, predict the reactants needed to synthesize it. The reactants are: Cl.[NH2:2][CH2:3][C:4]1[CH:5]=[C:6]2[C:10](=[CH:11][CH:12]=1)[C:9](=[O:13])[N:8]([CH:14]1[CH2:19][CH2:18][C:17](=[O:20])[NH:16][C:15]1=[O:21])[CH2:7]2.[F:22][C:23]([F:36])([C:27]1[CH:32]=[CH:31][CH:30]=[C:29]([CH2:33][CH2:34][OH:35])[CH:28]=1)[C:24](O)=[O:25].C(N(CC)C(C)C)(C)C.F[P-](F)(F)(F)(F)F.CN(C(N(C)C)=[N+]1C2C(=NC=CC=2)[N+]([O-])=N1)C.